Predict the product of the given reaction. From a dataset of Forward reaction prediction with 1.9M reactions from USPTO patents (1976-2016). (1) Given the reactants [F:1][C:2]1[CH:7]=[CH:6][C:5]([C:8]2[CH:9]=[CH:10][C:11]3[N:12]([C:14]([S:17][C:18]4[CH:27]=[CH:26][C:21]5[N:22]=[C:23]([NH2:25])[S:24][C:20]=5[CH:19]=4)=[N:15][N:16]=3)[CH:13]=2)=[CH:4][CH:3]=1.[CH:28]1([C:31](Cl)=[O:32])[CH2:30][CH2:29]1, predict the reaction product. The product is: [F:1][C:2]1[CH:7]=[CH:6][C:5]([C:8]2[CH:9]=[CH:10][C:11]3[N:12]([C:14]([S:17][C:18]4[CH:27]=[CH:26][C:21]5[N:22]=[C:23]([NH:25][C:31]([CH:28]6[CH2:30][CH2:29]6)=[O:32])[S:24][C:20]=5[CH:19]=4)=[N:15][N:16]=3)[CH:13]=2)=[CH:4][CH:3]=1. (2) Given the reactants O.ON1C2C=CC=CC=2N=N1.Cl.CN(CCCN=C=NCC)C.C(N(CC)CC)C.[CH:31]1([CH2:34][N:35]2[C:43]([N:44]3[CH2:49][CH2:48][NH:47][CH2:46][CH2:45]3)=[N:42][C:41]3[C:36]2=[N:37][C:38]([C:56]2[CH:57]=[N:58][C:59]([NH2:62])=[N:60][CH:61]=2)=[N:39][C:40]=3[N:50]2[CH2:55][CH2:54][O:53][CH2:52][CH2:51]2)[CH2:33][CH2:32]1.C(OC([NH:70][CH2:71][C:72](O)=[O:73])=O)(C)(C)C, predict the reaction product. The product is: [NH2:70][CH2:71][C:72]([N:47]1[CH2:48][CH2:49][N:44]([C:43]2[N:35]([CH2:34][CH:31]3[CH2:32][CH2:33]3)[C:36]3[C:41]([N:42]=2)=[C:40]([N:50]2[CH2:55][CH2:54][O:53][CH2:52][CH2:51]2)[N:39]=[C:38]([C:56]2[CH:61]=[N:60][C:59]([NH2:62])=[N:58][CH:57]=2)[N:37]=3)[CH2:45][CH2:46]1)=[O:73]. (3) Given the reactants C(=O)([O-])O.[Na+].[S:6]=[C:7]1[NH:12][C:11]2[CH:13]=[CH:14][NH:15][C:10]=2[C:9](=[O:16])[N:8]1[C:17]1[CH:22]=[CH:21][C:20]([O:23][CH2:24][C:25]([F:28])([F:27])[F:26])=[CH:19][CH:18]=1.[F:29][CH:30]([F:32])I.CN(C)C=O, predict the reaction product. The product is: [F:29][CH:30]([S:6][C:7]1[N:8]([C:17]2[CH:18]=[CH:19][C:20]([O:23][CH2:24][C:25]([F:28])([F:27])[F:26])=[CH:21][CH:22]=2)[C:9](=[O:16])[C:10]2[NH:15][CH:14]=[CH:13][C:11]=2[N:12]=1)[F:32]. (4) Given the reactants Cl[C:2]1[N:7]=[CH:6][N:5]=[C:4]([N:8]2[CH2:13][CH2:12][N:11]([C:14]([O:16][CH2:17][CH:18]([CH3:20])[CH3:19])=[O:15])[CH2:10][CH2:9]2)[CH:3]=1.CC1(C)C(C)(C)OB([C:29]2[CH:34]=[CH:33][CH:32]=[CH:31][C:30]=2[OH:35])O1.C([O-])([O-])=O.[K+].[K+].CC#N, predict the reaction product. The product is: [OH:35][C:30]1[CH:31]=[CH:32][CH:33]=[CH:34][C:29]=1[C:2]1[N:7]=[CH:6][N:5]=[C:4]([N:8]2[CH2:13][CH2:12][N:11]([C:14]([O:16][CH2:17][CH:18]([CH3:20])[CH3:19])=[O:15])[CH2:10][CH2:9]2)[CH:3]=1.